This data is from Forward reaction prediction with 1.9M reactions from USPTO patents (1976-2016). The task is: Predict the product of the given reaction. Given the reactants [Cl:1][C:2]1[CH:39]=[CH:38][C:5]([CH2:6][N:7]([CH2:9][C:10]2[N:11]([CH2:27][CH2:28][CH2:29][NH:30]C(=O)OC(C)(C)C)[C:12](=[N:15][C:16]3[CH:21]=[CH:20][C:19]([O:22][C:23]([F:26])([F:25])[F:24])=[CH:18][CH:17]=3)[S:13][CH:14]=2)[CH3:8])=[CH:4][CH:3]=1.Cl, predict the reaction product. The product is: [NH2:30][CH2:29][CH2:28][CH2:27][N:11]1[C:10]([CH2:9][N:7]([CH2:6][C:5]2[CH:4]=[CH:3][C:2]([Cl:1])=[CH:39][CH:38]=2)[CH3:8])=[CH:14][S:13][C:12]1=[N:15][C:16]1[CH:17]=[CH:18][C:19]([O:22][C:23]([F:24])([F:26])[F:25])=[CH:20][CH:21]=1.